Dataset: Forward reaction prediction with 1.9M reactions from USPTO patents (1976-2016). Task: Predict the product of the given reaction. (1) The product is: [CH:14]1([C:10]2[O:9][C:8](=[O:18])[CH:7]=[C:12]([OH:13])[CH:11]=2)[CH2:15][CH2:16][CH2:17]1. Given the reactants C1(C([C:7]2[C:8](=[O:18])[O:9][C:10]([CH:14]3[CH2:17][CH2:16][CH2:15]3)=[CH:11][C:12]=2[OH:13])=O)CCC1, predict the reaction product. (2) The product is: [N:24]1([CH2:31][CH2:32][N:33]2[CH2:34][CH2:35][CH:36]([NH:39][C:17]([C:11]3[NH:12][C:13]4[C:9]([CH:10]=3)=[C:8]([O:7][C:3]3[CH:2]=[C:1]([CH3:20])[CH:6]=[CH:5][CH:4]=3)[CH:16]=[CH:15][CH:14]=4)=[O:19])[CH2:37][CH2:38]2)[CH2:30][CH2:29][CH2:28][CH2:27][CH2:26][CH2:25]1. Given the reactants [C:1]1([CH3:20])[CH:6]=[CH:5][CH:4]=[C:3]([O:7][C:8]2[CH:16]=[CH:15][CH:14]=[C:13]3[C:9]=2[CH:10]=[C:11]([C:17]([OH:19])=O)[NH:12]3)[CH:2]=1.Cl.Cl.Cl.[N:24]1([CH2:31][CH2:32][N:33]2[CH2:38][CH2:37][CH:36]([NH2:39])[CH2:35][CH2:34]2)[CH2:30][CH2:29][CH2:28][CH2:27][CH2:26][CH2:25]1, predict the reaction product. (3) Given the reactants [CH2:1]([O:3][C:4]([C:6]1[CH:7]=[C:8]2[N:13]([CH:14]=1)[CH:12]=[CH:11][C:10]([CH2:15][OH:16])=[CH:9]2)=[O:5])[CH3:2].Br[C:18]1[CH:19]=[N:20][N:21]([CH3:23])[CH:22]=1, predict the reaction product. The product is: [CH2:1]([O:3][C:4]([C:6]1[CH:7]=[C:8]2[N:13]([C:14]=1[C:18]1[CH:19]=[N:20][N:21]([CH3:23])[CH:22]=1)[CH:12]=[CH:11][C:10]([CH2:15][OH:16])=[CH:9]2)=[O:5])[CH3:2]. (4) Given the reactants Cl[C:2]1[C:7]([C:8]2[CH:13]=[CH:12][N:11]=[CH:10][N:9]=2)=[CH:6][CH:5]=[CH:4][N:3]=1.[F:14][C:15]1[CH:20]=[CH:19][C:18]([NH2:21])=[CH:17][C:16]=1[N+:22]([O-:24])=[O:23].C1C=CC(P(C2C(C3C(P(C4C=CC=CC=4)C4C=CC=CC=4)=CC=C4C=3C=CC=C4)=C3C(C=CC=C3)=CC=2)C2C=CC=CC=2)=CC=1.C([O-])([O-])=O.[K+].[K+], predict the reaction product. The product is: [F:14][C:15]1[CH:20]=[CH:19][C:18]([NH:21][C:2]2[C:7]([C:8]3[CH:13]=[CH:12][N:11]=[CH:10][N:9]=3)=[CH:6][CH:5]=[CH:4][N:3]=2)=[CH:17][C:16]=1[N+:22]([O-:24])=[O:23].